Dataset: Full USPTO retrosynthesis dataset with 1.9M reactions from patents (1976-2016). Task: Predict the reactants needed to synthesize the given product. (1) Given the product [Br:8][C:6]1[CH:5]=[CH:4][N:3]=[C:2]([C:14]2[CH:13]=[CH:12][CH:11]=[C:10]([Br:9])[CH:15]=2)[CH:7]=1, predict the reactants needed to synthesize it. The reactants are: Br[C:2]1[CH:7]=[C:6]([Br:8])[CH:5]=[CH:4][N:3]=1.[Br:9][C:10]1[CH:11]=[C:12](B(O)O)[CH:13]=[CH:14][CH:15]=1.C([O-])([O-])=O.[Na+].[Na+].CCO. (2) Given the product [CH2:8]([NH:12][C:13](=[O:14])[N:1]([CH2:5][CH2:6][OH:7])[CH2:2][CH2:3][OH:4])[CH2:9][CH2:10][CH3:11], predict the reactants needed to synthesize it. The reactants are: [NH:1]([CH2:5][CH2:6][OH:7])[CH2:2][CH2:3][OH:4].[CH2:8]([N:12]=[C:13]=[O:14])[CH2:9][CH2:10][CH3:11].